Dataset: Full USPTO retrosynthesis dataset with 1.9M reactions from patents (1976-2016). Task: Predict the reactants needed to synthesize the given product. (1) Given the product [C:1]1([S:7]([C:10]2[CH:11]=[CH:12][C:13]([CH2:14][N:15]([CH3:27])[CH2:16][C@@H:17]([C:19]3[CH:20]=[CH:21][CH:22]=[CH:23][CH:24]=3)[OH:18])=[CH:25][CH:26]=2)(=[O:9])=[O:8])[CH:6]=[CH:5][CH:4]=[CH:3][CH:2]=1, predict the reactants needed to synthesize it. The reactants are: [C:1]1([S:7]([C:10]2[CH:26]=[CH:25][C:13]([CH2:14][NH:15][CH2:16][C@@H:17]([C:19]3[CH:24]=[CH:23][CH:22]=[CH:21][CH:20]=3)[OH:18])=[CH:12][CH:11]=2)(=[O:9])=[O:8])[CH:6]=[CH:5][CH:4]=[CH:3][CH:2]=1.[C:27](O)(=O)C.C=O.C(O[BH-](OC(=O)C)OC(=O)C)(=O)C.[Na+]. (2) Given the product [O:1]1[C:6]2[CH:7]=[CH:8][CH:9]=[C:10]([N:11]3[CH2:12][CH2:13][N:14]([CH2:17][CH2:18][CH:19]([CH:31]=[O:32])[C:20]4[CH:25]=[CH:24][CH:23]=[CH:22][C:21]=4[O:26][C:27]([F:28])([F:30])[F:29])[CH2:15][CH2:16]3)[C:5]=2[O:4][CH2:3][CH2:2]1, predict the reactants needed to synthesize it. The reactants are: [O:1]1[C:6]2[CH:7]=[CH:8][CH:9]=[C:10]([N:11]3[CH2:16][CH2:15][N:14]([CH2:17][CH2:18][CH:19]([CH:31]4OCC[O:32]4)[C:20]4[CH:25]=[CH:24][CH:23]=[CH:22][C:21]=4[O:26][C:27]([F:30])([F:29])[F:28])[CH2:13][CH2:12]3)[C:5]=2[O:4][CH2:3][CH2:2]1.O.C1(C)C=CC(S(O)(=O)=O)=CC=1.O. (3) Given the product [CH2:17]([O:1][C:2]1[CH:3]=[C:4]([CH:10]=[C:11]([OH:13])[CH:12]=1)[C:5]([O:7][CH2:8][CH3:9])=[O:6])[CH3:18], predict the reactants needed to synthesize it. The reactants are: [OH:1][C:2]1[CH:3]=[C:4]([CH:10]=[C:11]([OH:13])[CH:12]=1)[C:5]([O:7][CH2:8][CH3:9])=[O:6].[H-].[Na+].I[CH2:17][CH3:18].Cl. (4) Given the product [NH2:22][C:5]1[C:6]([NH:8][CH:9]([CH2:10][C:11]([O:13][CH2:14][CH3:15])=[O:12])[CH2:16][C:17]([O:19][CH2:20][CH3:21])=[O:18])=[N:7][C:2]([Cl:1])=[CH:3][CH:4]=1, predict the reactants needed to synthesize it. The reactants are: [Cl:1][C:2]1[N:7]=[C:6]([NH:8][CH:9]([CH2:16][C:17]([O:19][CH2:20][CH3:21])=[O:18])[CH2:10][C:11]([O:13][CH2:14][CH3:15])=[O:12])[C:5]([N+:22]([O-])=O)=[CH:4][CH:3]=1.CC(O)C.C(O)(=O)C. (5) Given the product [CH2:41]([NH:42][C:8]([C:6]1[CH:5]=[CH:4][N:3]([CH2:11][CH2:12][CH2:13][CH2:14][N:15]2[CH:19]=[C:18]([C:20](=[O:34])[NH:21][CH2:22][C:23]3[CH:28]=[CH:27][CH:26]=[C:25]([O:29][C:30]([F:31])([F:33])[F:32])[CH:24]=3)[N:17]=[N:16]2)[C:2](=[O:1])[CH:7]=1)=[O:10])[C:35]1[CH:40]=[CH:39][CH:38]=[CH:37][CH:36]=1, predict the reactants needed to synthesize it. The reactants are: [O:1]=[C:2]1[CH:7]=[C:6]([C:8]([OH:10])=O)[CH:5]=[CH:4][N:3]1[CH2:11][CH2:12][CH2:13][CH2:14][N:15]1[CH:19]=[C:18]([C:20](=[O:34])[NH:21][CH2:22][C:23]2[CH:28]=[CH:27][CH:26]=[C:25]([O:29][C:30]([F:33])([F:32])[F:31])[CH:24]=2)[N:17]=[N:16]1.[C:35]1([CH2:41][NH2:42])[CH:40]=[CH:39][CH:38]=[CH:37][CH:36]=1.CCN(C(C)C)C(C)C.CN(C(ON1N=NC2C=CC=NC1=2)=[N+](C)C)C.F[P-](F)(F)(F)(F)F. (6) Given the product [Cl:1][C:2]1[CH:3]=[CH:4][C:5]([O:9][CH3:10])=[C:6]([NH:7][C:16]([NH2:15])=[O:17])[CH:8]=1, predict the reactants needed to synthesize it. The reactants are: [Cl:1][C:2]1[CH:3]=[CH:4][C:5]([O:9][CH3:10])=[C:6]([CH:8]=1)[NH2:7].C(O)(=O)C.[N-:15]=[C:16]=[O:17].[K+]. (7) Given the product [S:24](=[O:26])(=[O:25])([OH:28])[OH:27].[N:9]1([C:4]2[CH:5]=[CH:6][CH:7]=[CH:8][C:3]=2[C:1]([OH:22])=[O:21])[CH2:14][CH2:13][NH:12][CH2:11][CH2:10]1, predict the reactants needed to synthesize it. The reactants are: [C:1]([C:3]1[CH:8]=[CH:7][CH:6]=[CH:5][C:4]=1[N:9]1[CH2:14][CH2:13][NH:12][CH2:11][CH2:10]1)#N.N1CCNCC1.[OH2:21].[OH-:22].[NH4+].[S:24](=[O:28])(=[O:27])([OH:26])[OH:25].